From a dataset of Reaction yield outcomes from USPTO patents with 853,638 reactions. Predict the reaction yield, written as a fraction of the theoretical maximum amount of product (1.0 means a 100% yield; for example, 0.34 means a 34% yield). (1) The reactants are C[O:2][C:3]1[CH:12]=[CH:11][C:6]([C:7]([O:9]C)=O)=[CH:5][CH:4]=1.C[O:14][C:15]1[CH:20]=[CH:19][C:18]([CH2:21][C:22]#[N:23])=[CH:17][CH:16]=1.[Li+].CC([N-]C(C)C)C. The catalyst is C1COCC1. The product is [NH2:23][C:22]1[C:5]2[C:6](=[CH:11][CH:12]=[C:3]([OH:2])[CH:4]=2)[C:7](=[O:9])[C:21]=1[C:18]1[CH:19]=[CH:20][C:15]([OH:14])=[CH:16][CH:17]=1. The yield is 0.650. (2) The reactants are [F:1][C:2]1[CH:7]=[CH:6][C:5]([C:8]2[N:9]=[C:10]3[CH:15]=[CH:14][C:13]([C:16]4[CH:17]=[C:18]([CH:22]=[CH:23][CH:24]=4)[C:19](O)=[O:20])=[CH:12][N:11]3[C:25]=2[C:26](=[O:29])[NH:27][CH3:28])=[CH:4][CH:3]=1.CN(C=O)C.[CH3:35][C:36]([NH2:39])([CH3:38])[CH3:37].CN(C(ON1N=NC2C=CC=NC1=2)=[N+](C)C)C.F[P-](F)(F)(F)(F)F. The catalyst is CO. The product is [C:36]([NH:39][C:19]([C:18]1[CH:17]=[C:16]([C:13]2[CH:14]=[CH:15][C:10]3[N:11]([C:25]([C:26]([NH:27][CH3:28])=[O:29])=[C:8]([C:5]4[CH:6]=[CH:7][C:2]([F:1])=[CH:3][CH:4]=4)[N:9]=3)[CH:12]=2)[CH:24]=[CH:23][CH:22]=1)=[O:20])([CH3:38])([CH3:37])[CH3:35]. The yield is 0.410. (3) The reactants are [CH2:1]([C:4]1[C:19]([OH:20])=[C:18]([N+:21]([O-:23])=[O:22])[CH:17]=[CH:16][C:5]=1[C:6]([O:8][CH2:9][C:10]1[CH:15]=[CH:14][CH:13]=[CH:12][CH:11]=1)=[O:7])[CH:2]=[CH2:3].ClC1C=CC=C(C(OO)=[O:32])C=1.S([O-])([O-])(=O)=S.[Na+].[Na+]. The catalyst is ClCCCl. The product is [OH:32][CH2:3][CH:2]1[CH2:1][C:4]2=[C:5]([C:6]([O:8][CH2:9][C:10]3[CH:15]=[CH:14][CH:13]=[CH:12][CH:11]=3)=[O:7])[CH:16]=[CH:17][C:18]([N+:21]([O-:23])=[O:22])=[C:19]2[O:20]1. The yield is 0.301. (4) The reactants are C[O:2][C:3](=[O:24])[CH:4]([C:9]1[CH:14]=[CH:13][C:12]([C:15]2[CH:20]=[CH:19][CH:18]=[CH:17][CH:16]=2)=[CH:11][C:10]=1[N+:21]([O-:23])=[O:22])C(OC)=O. The catalyst is Cl. The product is [N+:21]([C:10]1[CH:11]=[C:12]([C:15]2[CH:16]=[CH:17][CH:18]=[CH:19][CH:20]=2)[CH:13]=[CH:14][C:9]=1[CH2:4][C:3]([OH:24])=[O:2])([O-:23])=[O:22]. The yield is 0.800. (5) The reactants are [Br:1][C:2]1[CH:3]=[CH:4][C:5]([N:8]2[CH2:12][CH2:11][C@@H:10](OS(C)(=O)=O)[CH2:9]2)=[N:6][CH:7]=1.Cl.[F:19][C@@H:20]1[CH2:24][CH2:23][NH:22][CH2:21]1.C([O-])([O-])=O.[Cs+].[Cs+]. The catalyst is CN(C=O)C.CCOC(C)=O. The product is [Br:1][C:2]1[CH:3]=[CH:4][C:5]([N:8]2[CH2:12][CH2:11][C@H:10]([N:22]3[CH2:23][CH2:24][C@@H:20]([F:19])[CH2:21]3)[CH2:9]2)=[N:6][CH:7]=1. The yield is 1.00. (6) The product is [CH3:1][O:2][C:3]([CH2:5][N:6]1[C:10](/[CH:11]=[C:12]2\[CH2:13][N:14]([C:19]([C:32]3[CH:33]=[CH:34][CH:35]=[CH:36][CH:37]=3)([C:26]3[CH:27]=[CH:28][CH:29]=[CH:30][CH:31]=3)[C:20]3[CH:21]=[CH:22][CH:23]=[CH:24][CH:25]=3)[CH2:15][CH2:16][CH:17]\2[OH:18])=[N:9][N:8]=[N:7]1)=[O:4]. The yield is 0.680. No catalyst specified. The reactants are [CH3:1][O:2][C:3]([CH2:5][N:6]1[C:10](/[CH:11]=[C:12]2\[CH2:13][N:14]([C:19]([C:32]3[CH:37]=[CH:36][CH:35]=[CH:34][CH:33]=3)([C:26]3[CH:31]=[CH:30][CH:29]=[CH:28][CH:27]=3)[C:20]3[CH:25]=[CH:24][CH:23]=[CH:22][CH:21]=3)[CH2:15][CH2:16][C:17]\2=[O:18])=[N:9][N:8]=[N:7]1)=[O:4].[BH4-].[Na+]. (7) The reactants are N[C:2]1[CH:3]=[C:4]2[CH2:17][CH2:16][CH2:15][C:6]3=[N:7][N:8]([CH2:11][CH:12]([OH:14])[CH3:13])[C:9]([CH:10]=1)=[C:5]23.N([O-])=[O:19].[Na+].C([O-])(O)=O.[Na+]. The catalyst is OS(O)(=O)=O.O.O. The product is [OH:14][CH:12]([CH3:13])[CH2:11][N:8]1[C:9]2[CH:10]=[C:2]([OH:19])[CH:3]=[C:4]3[C:5]=2[C:6]([CH2:15][CH2:16][CH2:17]3)=[N:7]1. The yield is 0.830.